From a dataset of Forward reaction prediction with 1.9M reactions from USPTO patents (1976-2016). Predict the product of the given reaction. (1) Given the reactants [Cl:1][C:2]1[CH:7]=[CH:6][CH:5]=[CH:4][C:3]=1[C:8]1[CH:13]=[CH:12][CH:11]=[C:10]([NH:14][C:15]([C@@H:17]2[CH2:21][C@@H:20]([F:22])[CH2:19][N:18]2[C:23](=[O:39])[CH2:24][N:25]2[C:33]3[CH2:32][CH2:31][CH2:30][CH2:29][C:28]=3[C:27]([C:34]([O:36]CC)=[O:35])=[N:26]2)=[O:16])[C:9]=1[F:40].[Li+].[OH-], predict the reaction product. The product is: [Cl:1][C:2]1[CH:7]=[CH:6][CH:5]=[CH:4][C:3]=1[C:8]1[CH:13]=[CH:12][CH:11]=[C:10]([NH:14][C:15]([C@@H:17]2[CH2:21][C@@H:20]([F:22])[CH2:19][N:18]2[C:23](=[O:39])[CH2:24][N:25]2[C:33]3[CH2:32][CH2:31][CH2:30][CH2:29][C:28]=3[C:27]([C:34]([OH:36])=[O:35])=[N:26]2)=[O:16])[C:9]=1[F:40]. (2) The product is: [CH3:1][O:2][C:3](=[O:34])[CH:4]([C:9]1[CH:10]=[C:11]([C:23]2[CH:28]=[CH:27][C:26]([Cl:29])=[C:25]([C:30]([F:33])([F:32])[F:31])[CH:24]=2)[CH:12]=[C:13]([C:38]2[CH:37]=[C:36]([F:35])[CH:41]=[C:40]([F:42])[CH:39]=2)[CH:14]=1)[CH2:5][CH:6]([CH3:8])[CH3:7]. Given the reactants [CH3:1][O:2][C:3](=[O:34])[CH:4]([C:9]1[CH:10]=[C:11]([C:23]2[CH:28]=[CH:27][C:26]([Cl:29])=[C:25]([C:30]([F:33])([F:32])[F:31])[CH:24]=2)[CH:12]=[C:13](OS(C(F)(F)F)(=O)=O)[CH:14]=1)[CH2:5][CH:6]([CH3:8])[CH3:7].[F:35][C:36]1[CH:37]=[C:38](B(O)O)[CH:39]=[C:40]([F:42])[CH:41]=1, predict the reaction product.